From a dataset of hERG potassium channel inhibition data for cardiac toxicity prediction from Karim et al.. Regression/Classification. Given a drug SMILES string, predict its toxicity properties. Task type varies by dataset: regression for continuous values (e.g., LD50, hERG inhibition percentage) or binary classification for toxic/non-toxic outcomes (e.g., AMES mutagenicity, cardiotoxicity, hepatotoxicity). Dataset: herg_karim. (1) The drug is FC1CC[N+]CC1c1c(-c2ccccc2)[nH]c2c(Cl)cccc12. The result is 1 (blocker). (2) The compound is O=C1OC2(CCC(c3nc4ccc(OC(F)(F)F)cc4[nH]3)CC2)CN1c1cccnc1. The result is 1 (blocker). (3) The drug is CC1(C)Oc2ccc(NC(=O)c3ccc(Br)cn3)cc2[C@@]2(COC(N)=N2)C12COC2. The result is 0 (non-blocker).